From a dataset of Catalyst prediction with 721,799 reactions and 888 catalyst types from USPTO. Predict which catalyst facilitates the given reaction. (1) Reactant: C[Si]([C:5]#[C:6][C:7]1[CH:20]=[CH:19][C:10]([O:11][CH2:12][CH2:13][N:14]2[CH2:18][CH2:17][CH2:16][CH2:15]2)=[CH:9][CH:8]=1)(C)C.CCCC[N+](CCCC)(CCCC)CCCC.[F-]. Product: [C:6]([C:7]1[CH:20]=[CH:19][C:10]([O:11][CH2:12][CH2:13][N:14]2[CH2:15][CH2:16][CH2:17][CH2:18]2)=[CH:9][CH:8]=1)#[CH:5]. The catalyst class is: 1. (2) Reactant: [CH2:1]([N:8]1[CH2:13][CH2:12][CH2:11][CH:10]([CH2:14][OH:15])[CH2:9]1)[C:2]1[CH:7]=[CH:6][CH:5]=[CH:4][CH:3]=1.C(N(CC)CC)C.[C:23]1([CH3:33])[CH:28]=[CH:27][C:26]([S:29](Cl)(=[O:31])=[O:30])=[CH:25][CH:24]=1. Product: [CH3:33][C:23]1[CH:28]=[CH:27][C:26]([S:29]([O:15][CH2:14][CH:10]2[CH2:11][CH2:12][CH2:13][N:8]([CH2:1][C:2]3[CH:7]=[CH:6][CH:5]=[CH:4][CH:3]=3)[CH2:9]2)(=[O:31])=[O:30])=[CH:25][CH:24]=1. The catalyst class is: 4. (3) Reactant: [CH3:1][O:2][C:3]1[CH:4]=[C:5]2[C:10](=[CH:11][C:12]=1[O:13][CH3:14])[N:9]=[CH:8][N:7]=[C:6]2[O:15][C:16]1[CH:22]=[CH:21][C:19]([NH2:20])=[CH:18][CH:17]=1.ClC(Cl)(O[C:27](=[O:33])OC(Cl)(Cl)Cl)Cl.[CH2:35]([NH2:39])[CH2:36][CH2:37][CH3:38].CO. Product: [CH2:35]([NH:39][C:27]([NH:20][C:19]1[CH:21]=[CH:22][C:16]([O:15][C:6]2[C:5]3[C:10](=[CH:11][C:12]([O:13][CH3:14])=[C:3]([O:2][CH3:1])[CH:4]=3)[N:9]=[CH:8][N:7]=2)=[CH:17][CH:18]=1)=[O:33])[CH2:36][CH2:37][CH3:38]. The catalyst class is: 542. (4) Reactant: [H-].[Na+].[Si:3]([O:20][CH2:21][CH2:22][O:23][CH2:24][C@H:25]([OH:30])[C:26]([O:28][CH3:29])=[O:27])([C:16]([CH3:19])([CH3:18])[CH3:17])([C:10]1[CH:15]=[CH:14][CH:13]=[CH:12][CH:11]=1)[C:4]1[CH:9]=[CH:8][CH:7]=[CH:6][CH:5]=1.Cl[C:32]1[N:37]=[CH:36][N:35]=[C:34]2[N:38]([C:41]3[C:46]([Cl:47])=[CH:45][CH:44]=[CH:43][N:42]=3)[N:39]=[CH:40][C:33]=12. Product: [Si:3]([O:20][CH2:21][CH2:22][O:23][CH2:24][C@H:25]([O:30][C:32]1[N:37]=[CH:36][N:35]=[C:34]2[N:38]([C:41]3[C:46]([Cl:47])=[CH:45][CH:44]=[CH:43][N:42]=3)[N:39]=[CH:40][C:33]=12)[C:26]([O:28][CH3:29])=[O:27])([C:16]([CH3:19])([CH3:18])[CH3:17])([C:10]1[CH:15]=[CH:14][CH:13]=[CH:12][CH:11]=1)[C:4]1[CH:5]=[CH:6][CH:7]=[CH:8][CH:9]=1. The catalyst class is: 7. (5) Reactant: [F:1][C:2]1[CH:7]=[CH:6][C:5]([N:8]2[C:11](=[O:12])[C@H:10]([S:13][CH2:14][C:15]([C:17]3[CH:22]=[CH:21][C:20]([F:23])=[CH:19][CH:18]=3)=[O:16])[C@H:9]2[C:24]2[CH:34]=[CH:33][C:27]([O:28][CH2:29][C:30](O)=[O:31])=[CH:26][CH:25]=2)=[CH:4][CH:3]=1.Cl.[NH2:36][C@H:37]([C:43]([O:45]C(C)(C)C)=[O:44])[CH2:38][CH2:39][C:40](=[O:42])[NH2:41].CN1CCOCC1.CN(C(ON1N=NC2C=CC=CC1=2)=[N+](C)C)C.[B-](F)(F)(F)F.[BH4-].[Na+].C(O)(=O)C. Product: [F:1][C:2]1[CH:3]=[CH:4][C:5]([N:8]2[C:11](=[O:12])[C@H:10]([S:13][CH2:14][CH:15]([C:17]3[CH:22]=[CH:21][C:20]([F:23])=[CH:19][CH:18]=3)[OH:16])[C@H:9]2[C:24]2[CH:34]=[CH:33][C:27]([O:28][CH2:29][C:30]([NH:36][C@H:37]([C:43]([OH:45])=[O:44])[CH2:38][CH2:39][C:40](=[O:42])[NH2:41])=[O:31])=[CH:26][CH:25]=2)=[CH:6][CH:7]=1. The catalyst class is: 583. (6) Product: [ClH:1].[NH2:8][CH2:7][CH2:6][NH:12][C:13](=[O:34])[C:14]1[CH:15]=[CH:16][C:17]([CH:20]=[CH:21][C:22]2[C:28]3[CH:29]=[CH:30][CH:31]=[CH:32][C:27]=3[N:26]([CH3:33])[CH2:25][CH2:24][N:23]=2)=[CH:18][CH:19]=1. The catalyst class is: 27. Reactant: [ClH:1].C([CH:6]([NH:12][C:13](=[O:34])[C:14]1[CH:19]=[CH:18][C:17](/[CH:20]=[CH:21]/[C:22]2[C:28]3[CH:29]=[CH:30][CH:31]=[CH:32][C:27]=3[N:26]([CH3:33])[CH2:25][CH2:24][N:23]=2)=[CH:16][CH:15]=1)[CH2:7][NH:8]C(=O)[O-])(C)(C)C. (7) Reactant: [Cl:1][C:2]1[CH:7]=[CH:6][C:5]([C:8]2[C:9]([CH:14]([NH:24][C:25](=[O:38])[CH2:26][C:27]3[C:31]4=[N:32][C:33]([O:36]C)=[CH:34][CH:35]=[C:30]4[NH:29][CH:28]=3)[CH2:15][C:16]3[CH:21]=[C:20]([F:22])[CH:19]=[C:18]([F:23])[CH:17]=3)=[N:10][CH:11]=[CH:12][N:13]=2)=[CH:4][CH:3]=1. Product: [Cl:1][C:2]1[CH:3]=[CH:4][C:5]([C:8]2[C:9]([CH:14]([NH:24][C:25](=[O:38])[CH2:26][C:27]3[C:31]4=[N:32][C:33]([OH:36])=[CH:34][CH:35]=[C:30]4[NH:29][CH:28]=3)[CH2:15][C:16]3[CH:17]=[C:18]([F:23])[CH:19]=[C:20]([F:22])[CH:21]=3)=[N:10][CH:11]=[CH:12][N:13]=2)=[CH:6][CH:7]=1. The catalyst class is: 15. (8) Reactant: [Cl:1][C:2]1[CH:7]=[CH:6][C:5]([C:8]2[C:9]([C:17]3[CH:22]=[CH:21][C:20]([Cl:23])=[CH:19][C:18]=3[Cl:24])=[N:10][C:11]([CH:15]=[O:16])=[N:12][C:13]=2[CH3:14])=[CH:4][CH:3]=1.CC(=CC)C.[O-:30]Cl=O.[Na+].C(OCC)(=O)C. Product: [Cl:1][C:2]1[CH:7]=[CH:6][C:5]([C:8]2[C:9]([C:17]3[CH:22]=[CH:21][C:20]([Cl:23])=[CH:19][C:18]=3[Cl:24])=[N:10][C:11]([C:15]([OH:30])=[O:16])=[N:12][C:13]=2[CH3:14])=[CH:4][CH:3]=1. The catalyst class is: 371. (9) Reactant: C([O-])=O.[NH4+].C(OC([N:15]1[CH2:20][CH2:19][C:18]([CH2:27][C:28](=[O:39])[NH:29][CH2:30][CH2:31][C:32]2[CH:37]=[CH:36][CH:35]=[CH:34][C:33]=2[F:38])([C:21]2[CH:26]=[CH:25][CH:24]=[CH:23][CH:22]=2)[CH2:17][CH2:16]1)=O)C1C=CC=CC=1. Product: [F:38][C:33]1[CH:34]=[CH:35][CH:36]=[CH:37][C:32]=1[CH2:31][CH2:30][NH:29][C:28](=[O:39])[CH2:27][C:18]1([C:21]2[CH:26]=[CH:25][CH:24]=[CH:23][CH:22]=2)[CH2:19][CH2:20][NH:15][CH2:16][CH2:17]1. The catalyst class is: 19. (10) Reactant: Cl.[Cl:2][C:3]1[CH:24]=[CH:23][C:6]([CH2:7][N:8]2[C:12]3[CH:13]=[CH:14][CH:15]=[CH:16][C:11]=3[N:10]=[C:9]2[CH2:17][N:18]2[CH2:22][CH2:21][CH2:20][CH2:19]2)=[CH:5][CH:4]=1. Product: [ClH:2].[Cl:2][C:3]1[CH:4]=[CH:5][C:6]([CH2:7][N:8]2[C:12]3[CH:13]=[CH:14][CH:15]=[CH:16][C:11]=3[N:10]=[C:9]2[CH2:17][N:18]2[CH2:22][CH2:21][CH2:20][CH2:19]2)=[CH:23][CH:24]=1. The catalyst class is: 6.